From a dataset of Catalyst prediction with 721,799 reactions and 888 catalyst types from USPTO. Predict which catalyst facilitates the given reaction. Reactant: Cl.Cl.[CH:3]1([C:7]2[N:8]=[N:9][C:10]([O:26][CH:27]3[CH2:32][CH2:31][NH:30][CH2:29][CH2:28]3)=[CH:11][C:12]=2[C:13]2[CH:18]=[CH:17][C:16]([O:19][CH:20]3[CH2:25][CH2:24][CH2:23][CH2:22][CH2:21]3)=[CH:15][CH:14]=2)[CH2:6][CH2:5][CH2:4]1.[CH2:33]=O.[C:35](O[BH-](OC(=O)C)OC(=O)C)(=O)[CH3:36]. Product: [CH:3]1([C:7]2[N:8]=[N:9][C:10]([O:26][CH:27]3[CH2:28][CH2:29][N:30]([CH3:33])[CH2:31][CH2:32]3)=[CH:11][C:12]=2[C:13]2[CH:14]=[CH:15][C:16]([O:19][CH:20]3[CH2:25][CH2:24][CH2:23][CH2:22][CH2:21]3)=[CH:17][CH:18]=2)[CH2:6][CH2:36][CH2:35][CH2:5][CH2:4]1. The catalyst class is: 2.